This data is from Forward reaction prediction with 1.9M reactions from USPTO patents (1976-2016). The task is: Predict the product of the given reaction. (1) Given the reactants [F:1][C:2]([F:11])([F:10])[C:3]1[CH:8]=[CH:7][C:6]([OH:9])=[CH:5][CH:4]=1.Cl.[O:13]1[CH:18]=[CH:17][CH2:16][CH2:15][CH2:14]1.C([O-])(O)=O.[Na+], predict the reaction product. The product is: [F:1][C:2]([F:10])([F:11])[C:3]1[CH:4]=[CH:5][C:6]([O:9][CH:14]2[CH2:15][CH2:16][CH2:17][CH2:18][O:13]2)=[CH:7][CH:8]=1. (2) Given the reactants [N+:1]([O:4][CH:5]([CH2:33][O:34][N+:35]([O-:37])=[O:36])[CH2:6][O:7][C:8]([O:10][CH2:11]/[C:12](/[C:23]1[CH:28]=[CH:27][C:26]([S:29]([CH3:32])(=[O:31])=[O:30])=[CH:25][CH:24]=1)=[C:13](/[C:17]1[CH:22]=[CH:21][CH:20]=[CH:19][CH:18]=1)\[C:14]([OH:16])=[O:15])=[O:9])([O-:3])=[O:2].[CH2:38](Br)[C:39]1[CH:44]=[CH:43][CH:42]=[CH:41][CH:40]=1.C(=O)([O-])[O-].[K+].[K+], predict the reaction product. The product is: [N+:1]([O:4][CH:5]([CH2:33][O:34][N+:35]([O-:37])=[O:36])[CH2:6][O:7][C:8]([O:10][CH2:11]/[C:12](/[C:23]1[CH:24]=[CH:25][C:26]([S:29]([CH3:32])(=[O:30])=[O:31])=[CH:27][CH:28]=1)=[C:13](/[C:17]1[CH:18]=[CH:19][CH:20]=[CH:21][CH:22]=1)\[C:14]([O:16][CH2:38][C:39]1[CH:44]=[CH:43][CH:42]=[CH:41][CH:40]=1)=[O:15])=[O:9])([O-:3])=[O:2]. (3) Given the reactants Cl.[CH2:2]([O:9][CH2:10][CH2:11][O:12][CH2:13][CH2:14][O:15][CH2:16][CH2:17][CH2:18][CH2:19][C@H:20]1[C@@H:36]2[C@H:28]([CH2:29][CH2:30][C@@:31]3([CH3:41])[C@H:35]2[CH2:34][CH2:33][C@@H:32]3[O:37]COC)[C:27]2[CH:26]=[CH:25][C:24]([O:42]COC)=[CH:23][C:22]=2[C:21]1=[O:46])[C:3]1[CH:8]=[CH:7][CH:6]=[CH:5][CH:4]=1.O, predict the reaction product. The product is: [CH2:2]([O:9][CH2:10][CH2:11][O:12][CH2:13][CH2:14][O:15][CH2:16][CH2:17][CH2:18][CH2:19][C@H:20]1[C@@H:36]2[C@H:28]([CH2:29][CH2:30][C@@:31]3([CH3:41])[C@H:35]2[CH2:34][CH2:33][C@@H:32]3[OH:37])[C:27]2[CH:26]=[CH:25][C:24]([OH:42])=[CH:23][C:22]=2[C:21]1=[O:46])[C:3]1[CH:4]=[CH:5][CH:6]=[CH:7][CH:8]=1. (4) Given the reactants C1(C2C3C(=CC=CC=3)C=CC=2)C2C(=CC=CC=2)C=CC=1.O1CCN=C1.[CH3:26][C:27](=[C:36]([CH3:38])[CH3:37])[CH2:28][C:29]1[CH:34]=[CH:33][CH:32]=[CH:31][C:30]=1[OH:35].C1(=O)C=CC(=O)C=C1, predict the reaction product. The product is: [C:36]([C@:27]1([CH3:26])[CH2:28][C:29]2[CH:34]=[CH:33][CH:32]=[CH:31][C:30]=2[O:35]1)([CH3:38])=[CH2:37]. (5) Given the reactants [Br:1][CH2:2][C@@H:3]([OH:21])[CH2:4][C:5]1[CH:10]=[C:9]([F:11])[CH:8]=[C:7]([C:12]2[C:17]([Cl:18])=[CH:16][CH:15]=[CH:14][C:13]=2[Cl:19])[C:6]=1O.CC1C=CC(S(OCC2CC3C=CC=C(CC4C=CC=CC=4)C=3O2)(=O)=O)=CC=1, predict the reaction product. The product is: [Br:1][CH2:2][C@H:3]1[CH2:4][C:5]2[CH:10]=[C:9]([F:11])[CH:8]=[C:7]([C:12]3[C:13]([Cl:19])=[CH:14][CH:15]=[CH:16][C:17]=3[Cl:18])[C:6]=2[O:21]1.